Predict the reactants needed to synthesize the given product. From a dataset of Full USPTO retrosynthesis dataset with 1.9M reactions from patents (1976-2016). Given the product [CH3:5][N:6]1[CH2:7][CH2:8][CH:9]([O:12][C:13]2[N:18]=[C:17]([NH:19][C:1](=[O:3])[CH3:2])[CH:16]=[CH:15][CH:14]=2)[CH2:10][CH2:11]1, predict the reactants needed to synthesize it. The reactants are: [C:1](Cl)(=[O:3])[CH3:2].[CH3:5][N:6]1[CH2:11][CH2:10][CH:9]([O:12][C:13]2[N:18]=[C:17]([NH2:19])[CH:16]=[CH:15][CH:14]=2)[CH2:8][CH2:7]1.C(N(CC)CC)C.